From a dataset of Reaction yield outcomes from USPTO patents with 853,638 reactions. Predict the reaction yield, written as a fraction of the theoretical maximum amount of product (1.0 means a 100% yield; for example, 0.34 means a 34% yield). (1) The reactants are [CH3:1][O:2][C:3]1[CH:4]=[C:5]([NH:9][C:10]2[N:19]=[CH:18][C:17]3[C:12](=[CH:13][C:14]([O:25][CH:26]4[CH2:31][CH2:30][N:29](C(OC(C)(C)C)=O)[CH2:28][CH2:27]4)=[C:15]([C:20]4[S:21][CH:22]=[CH:23][N:24]=4)[CH:16]=3)[N:11]=2)[CH:6]=[CH:7][CH:8]=1. The catalyst is C(O)(C(F)(F)F)=O.C(Cl)Cl. The product is [CH3:1][O:2][C:3]1[CH:4]=[C:5]([NH:9][C:10]2[N:19]=[CH:18][C:17]3[C:12](=[CH:13][C:14]([O:25][CH:26]4[CH2:31][CH2:30][NH:29][CH2:28][CH2:27]4)=[C:15]([C:20]4[S:21][CH:22]=[CH:23][N:24]=4)[CH:16]=3)[N:11]=2)[CH:6]=[CH:7][CH:8]=1. The yield is 0.400. (2) The reactants are [CH2:1]([O:3][C:4](=[O:19])[CH2:5][N:6]1[C:14]2[C:9](=[CH:10][C:11]([N+:15]([O-])=O)=[CH:12][CH:13]=2)[C:8](=[O:18])[NH:7]1)[CH3:2].[H][H].[CH2:22]([C:24]1[CH:29]=[CH:28][CH:27]=[CH:26][C:25]=1[N:30]=[C:31]=[O:32])[CH3:23].O. The catalyst is C(O)C.[Pd].C(OCC)(=O)C. The product is [CH2:1]([O:3][C:4](=[O:19])[CH2:5][N:6]1[C:14]2[C:9](=[CH:10][C:11]([NH:15][C:31]([NH:30][C:25]3[CH:26]=[CH:27][CH:28]=[CH:29][C:24]=3[CH2:22][CH3:23])=[O:32])=[CH:12][CH:13]=2)[C:8](=[O:18])[NH:7]1)[CH3:2]. The yield is 0.360. (3) The product is [F:1][C:2]1[CH:7]=[CH:6][C:5]([N:8]2[C:17]3[C:12](=[N:13][CH:14]=[C:15]([CH2:18][C:19]4[CH:24]=[CH:23][C:22]([F:25])=[CH:21][CH:20]=4)[CH:16]=3)[C:11]([OH:26])=[C:10]([C:27]([NH:41][CH2:40][CH2:39][N:33]3[CH2:38][CH2:37][O:36][CH2:35][CH2:34]3)=[O:28])[C:9]2=[O:32])=[CH:4][CH:3]=1. The yield is 0.560. The reactants are [F:1][C:2]1[CH:7]=[CH:6][C:5]([N:8]2[C:17]3[C:12](=[N:13][CH:14]=[C:15]([CH2:18][C:19]4[CH:24]=[CH:23][C:22]([F:25])=[CH:21][CH:20]=4)[CH:16]=3)[C:11]([OH:26])=[C:10]([C:27](OCC)=[O:28])[C:9]2=[O:32])=[CH:4][CH:3]=1.[N:33]1([CH2:39][CH2:40][NH2:41])[CH2:38][CH2:37][O:36][CH2:35][CH2:34]1. No catalyst specified. (4) The reactants are [Cl:1][C:2]1[CH:7]=[CH:6][C:5]([C:8]2([C:12]([N:14]3[CH2:20][CH2:19][CH2:18][CH2:17][CH:16]([CH2:21][OH:22])[CH2:15]3)=[O:13])[CH2:11][CH2:10][CH2:9]2)=[CH:4][CH:3]=1.C1(P(C2C=CC=CC=2)C2C=CC=CC=2)C=CC=CC=1.[F:42][C:43]([F:52])([F:51])[C:44]1[CH:49]=[CH:48][C:47](O)=[CH:46][CH:45]=1.N(C(OCC)=O)=NC(OCC)=O.[OH-].[Na+]. The catalyst is O1CCCC1.C(OCC)(=O)C. The product is [Cl:1][C:2]1[CH:3]=[CH:4][C:5]([C:8]2([C:12]([N:14]3[CH2:20][CH2:19][CH2:18][CH2:17][CH:16]([CH2:21][O:22][C:47]4[CH:48]=[CH:49][C:44]([C:43]([F:52])([F:51])[F:42])=[CH:45][CH:46]=4)[CH2:15]3)=[O:13])[CH2:11][CH2:10][CH2:9]2)=[CH:6][CH:7]=1. The yield is 0.260. (5) The reactants are [NH2:1][C:2]1[NH:7][C:6](=O)[CH:5]=[C:4]([CH:9]2[CH2:13][CH2:12][O:11][CH2:10]2)[N:3]=1.CN(C)C1C=CC=CC=1.P(Cl)(Cl)([Cl:25])=O. The catalyst is [Cl-].C([N+](CC)(CC)CC)C.C(#N)C. The product is [Cl:25][C:6]1[CH:5]=[C:4]([CH:9]2[CH2:13][CH2:12][O:11][CH2:10]2)[N:3]=[C:2]([NH2:1])[N:7]=1. The yield is 0.420. (6) The reactants are [C@H:1]1([NH:10][C:11]2[C:12]3[CH:19]=[CH:18][N:17]([C@@H:20]4[CH2:24][C@@H:23]([CH2:25][O:26][S:27]([NH:30]C(=O)OC(C)(C)C)(=[O:29])=[O:28])[C@@H:22]([OH:38])[CH2:21]4)[C:13]=3[N:14]=[CH:15][N:16]=2)[C:9]2[C:4](=[CH:5][CH:6]=[CH:7][CH:8]=2)[CH2:3][CH2:2]1.FC(F)(F)C(O)=O. The catalyst is C(Cl)Cl. The product is [S:27](=[O:29])(=[O:28])([O:26][CH2:25][C@@H:23]1[CH2:24][C@@H:20]([N:17]2[C:13]3[N:14]=[CH:15][N:16]=[C:11]([NH:10][C@H:1]4[C:9]5[C:4](=[CH:5][CH:6]=[CH:7][CH:8]=5)[CH2:3][CH2:2]4)[C:12]=3[CH:19]=[CH:18]2)[CH2:21][C@@H:22]1[OH:38])[NH2:30]. The yield is 0.580. (7) The reactants are Br[C:2]1[CH:3]=[C:4]([CH:9]=[CH:10][C:11]=1[CH2:12][NH:13][C@@H:14]([C:17]1[CH:22]=[CH:21][CH:20]=[C:19]([Cl:23])[CH:18]=1)[CH2:15][OH:16])[C:5]([O:7][CH3:8])=[O:6].C([O-])([O-])=O.[K+].[K+].Cl. The catalyst is C(O)(C)C.[Cu]I. The product is [Cl:23][C:19]1[CH:18]=[C:17]([C@@H:14]2[NH:13][CH2:12][C:11]3[CH:10]=[CH:9][C:4]([C:5]([O:7][CH3:8])=[O:6])=[CH:3][C:2]=3[O:16][CH2:15]2)[CH:22]=[CH:21][CH:20]=1. The yield is 0.195. (8) The reactants are [N:1]1[C:11]2[C:6](=[CH:7][CH:8]=[CH:9][CH:10]=2)[C:4]([CH3:5])=[CH:3][CH:2]=1.C(#N)C.[I:15][CH2:16][CH2:17][CH2:18][CH2:19][CH2:20][C:21]([OH:23])=[O:22]. The catalyst is CCOCC. The product is [I-:15].[C:21]([CH2:20][CH2:19][CH2:18][CH2:17][CH2:16][N+:1]1[C:11]2[C:6](=[CH:7][CH:8]=[CH:9][CH:10]=2)[C:4]([CH3:5])=[CH:3][CH:2]=1)([OH:23])=[O:22]. The yield is 0.870.